Dataset: Forward reaction prediction with 1.9M reactions from USPTO patents (1976-2016). Task: Predict the product of the given reaction. (1) Given the reactants [C:1]1([C:7]2[N:8]=[CH:9][NH:10][CH:11]=2)[CH:6]=[CH:5][CH:4]=[CH:3][CH:2]=1.[C:12]([O:16][C:17](=[O:24])[NH:18][CH:19]1[CH2:22][O:21][C:20]1=[O:23])([CH3:15])([CH3:14])[CH3:13], predict the reaction product. The product is: [C:12]([O:16][C:17]([NH:18][C@@H:19]([CH2:22][N:10]1[CH:11]=[C:7]([C:1]2[CH:2]=[CH:3][CH:4]=[CH:5][CH:6]=2)[N:8]=[CH:9]1)[C:20]([OH:23])=[O:21])=[O:24])([CH3:15])([CH3:13])[CH3:14]. (2) Given the reactants C[O:2][C:3](=[O:33])[CH2:4][C:5]1[CH:9]=[C:8]([C:10]([C:12]2[CH:20]=[C:19]3[C:15]([CH:16]=[C:17]([C:21]4[CH:26]=[CH:25][CH:24]=[CH:23][CH:22]=4)[NH:18]3)=[CH:14][CH:13]=2)=[O:11])[S:7][C:6]=1[C:27]1[CH:32]=[CH:31][CH:30]=[CH:29][CH:28]=1.[OH-].[Na+], predict the reaction product. The product is: [C:27]1([C:6]2[S:7][C:8]([C:10]([C:12]3[CH:20]=[C:19]4[C:15]([CH:16]=[C:17]([C:21]5[CH:26]=[CH:25][CH:24]=[CH:23][CH:22]=5)[NH:18]4)=[CH:14][CH:13]=3)=[O:11])=[CH:9][C:5]=2[CH2:4][C:3]([OH:33])=[O:2])[CH:28]=[CH:29][CH:30]=[CH:31][CH:32]=1. (3) Given the reactants [OH:1][C@H:2]1[CH2:6][CH2:5][N:4]([CH3:7])[CH2:3]1.CN1CC[O:12][CH2:11]C1.ClC(OC1C=CC([N+]([O-])=O)=CC=1)=O.Cl.Cl.[CH3:30][C:31]1[CH:36]=[CH:35][C:34]([N:37]2[CH2:42][CH2:41][NH:40][CH2:39][CH2:38]2)=[CH:33][CH:32]=1.CCN(C(C)C)C(C)C, predict the reaction product. The product is: [CH3:7][N:4]1[CH2:5][CH2:6][C@H:2]([O:1][C:11]([N:40]2[CH2:41][CH2:42][N:37]([C:34]3[CH:33]=[CH:32][C:31]([CH3:30])=[CH:36][CH:35]=3)[CH2:38][CH2:39]2)=[O:12])[CH2:3]1. (4) Given the reactants [NH:1]([C:10]([O:12][C:13]([CH3:16])([CH3:15])[CH3:14])=[O:11])[C@H:2]([C:7]([OH:9])=O)[C:3]([CH3:6])([CH3:5])[CH3:4].CN(C(ON1N=NC2C=CC=NC1=2)=[N+](C)C)C.F[P-](F)(F)(F)(F)F.CCN(C(C)C)C(C)C.[CH:50]1([N:55]2[CH2:59][CH:58]([C:60]3[C:68]4[C:63](=[CH:64][C:65]([F:69])=[CH:66][CH:67]=4)[NH:62][CH:61]=3)[CH:57]3[NH:70][CH2:71][CH2:72][CH:56]23)[CH2:54][CH2:53][CH2:52][CH2:51]1, predict the reaction product. The product is: [C:13]([O:12][C:10](=[O:11])[NH:1][CH:2]([C:7]([N:70]1[CH2:71][CH2:72][CH:56]2[N:55]([CH:50]3[CH2:54][CH2:53][CH2:52][CH2:51]3)[CH2:59][CH:58]([C:60]3[C:68]4[C:63](=[CH:64][C:65]([F:69])=[CH:66][CH:67]=4)[NH:62][CH:61]=3)[CH:57]12)=[O:9])[C:3]([CH3:4])([CH3:5])[CH3:6])([CH3:16])([CH3:15])[CH3:14]. (5) Given the reactants CCN=C=NCCCN(C)C.[I:12][C:13]1[CH:14]=[C:15]([CH:19]=[C:20]([N+:22]([O-:24])=[O:23])[CH:21]=1)[C:16]([OH:18])=O.C1C=CC2N(O)N=NC=2C=1.[NH2:35][CH:36]([CH3:40])[CH2:37][O:38][CH3:39].CN1C(=O)CCC1, predict the reaction product. The product is: [I:12][C:13]1[CH:14]=[C:15]([CH:19]=[C:20]([N+:22]([O-:24])=[O:23])[CH:21]=1)[C:16]([NH:35][CH:36]([CH3:40])[CH2:37][O:38][CH3:39])=[O:18]. (6) Given the reactants [ClH:1].[C:2](=[NH:18])([NH:7][C:8]1[CH:12]=[CH:11][NH:10][C:9]=1[C:13]([O:15][CH2:16][CH3:17])=[O:14])[CH2:3][CH2:4]CC.[CH3:19][O:20]CCC#N, predict the reaction product. The product is: [ClH:1].[CH3:19][O:20][CH2:4][CH2:3][C:2](=[NH:18])[NH:7][C:8]1[CH:12]=[CH:11][NH:10][C:9]=1[C:13]([O:15][CH2:16][CH3:17])=[O:14].